Dataset: Full USPTO retrosynthesis dataset with 1.9M reactions from patents (1976-2016). Task: Predict the reactants needed to synthesize the given product. (1) The reactants are: [Cl:1][C:2]1[C:11]2[C:6](=[CH:7][CH:8]=[CH:9][CH:10]=2)[CH:5]=[C:4]([Cl:12])[N:3]=1.[CH3:13][N:14]([CH3:19])[CH2:15][CH2:16][CH2:17][NH2:18]. Given the product [ClH:1].[ClH:1].[Cl:12][C:4]1[N:3]=[C:2]([NH:18][CH2:17][CH2:16][CH2:15][N:14]([CH3:19])[CH3:13])[C:11]2[C:6]([CH:5]=1)=[CH:7][CH:8]=[CH:9][CH:10]=2, predict the reactants needed to synthesize it. (2) Given the product [CH2:11]([O:18][C:19]([N:1]1[CH2:5][CH:4]=[CH:3][C@H:2]1[C:6]([OH:8])=[O:7])=[O:20])[C:12]1[CH:17]=[CH:16][CH:15]=[CH:14][CH:13]=1, predict the reactants needed to synthesize it. The reactants are: [NH:1]1[CH2:5][CH:4]=[CH:3][C@H:2]1[C:6]([OH:8])=[O:7].[OH-].[Na+].[CH2:11]([O:18][C:19](Cl)=[O:20])[C:12]1[CH:17]=[CH:16][CH:15]=[CH:14][CH:13]=1. (3) Given the product [F:1][C:2]1[CH:3]=[C:4]2[C:5](=[CH:6][CH:7]=1)[NH:8][C:9]([C:10]1[CH:15]=[CH:14][CH:13]=[CH:12][CH:11]=1)=[CH:17]2, predict the reactants needed to synthesize it. The reactants are: [F:1][C:2]1[CH:7]=[CH:6][C:5]([NH:8][C:9](=O)[C:10]2[CH:15]=[CH:14][CH:13]=[CH:12][CH:11]=2)=[C:4]([CH3:17])[CH:3]=1.Cl. (4) Given the product [CH:1]1[C:10]2[C:5](=[C:6]([C:11]3[CH:12]=[C:13]4[C:18](=[CH:19][CH:20]=3)[C:17]([C:21]([NH2:26])=[O:22])=[CH:16][CH:15]=[CH:14]4)[CH:7]=[CH:8][CH:9]=2)[CH:4]=[CH:3][N:2]=1, predict the reactants needed to synthesize it. The reactants are: [CH:1]1[C:10]2[C:5](=[C:6]([C:11]3[CH:12]=[C:13]4[C:18](=[CH:19][CH:20]=3)[C:17]([C:21](O)=[O:22])=[CH:16][CH:15]=[CH:14]4)[CH:7]=[CH:8][CH:9]=2)[CH:4]=[CH:3][N:2]=1.[Cl-].C[N:26](C=O)C. (5) Given the product [CH3:1][O:2][C:3]1[CH:8]=[CH:7][CH:6]=[CH:5][C:4]=1[CH2:68][C:67]1[N:63]([C:60]2[CH:61]=[CH:62][C:57]([C:46]3[C:47]4[CH:56]=[CH:55][C:54]5[C:49](=[CH:50][CH:51]=[CH:52][CH:53]=5)[C:48]=4[NH:42][C:43](=[O:76])[CH2:44][N:45]=3)=[CH:58][CH:59]=2)[N:64]=[N:65][N:66]=1, predict the reactants needed to synthesize it. The reactants are: [CH3:1][O:2][C:3]1[CH:8]=[CH:7][CH:6]=[CH:5][C:4]=1CC(NC1C=CC(C2C3C=CC4C(=CC=CC=4)C=3NC(=O)CN=2)=CC=1)=O.COC1C=CC(C[N:42]2[C:48]3[C:49]4[C:54]([CH:55]=[CH:56][C:47]=3[C:46]([C:57]3[CH:62]=[CH:61][C:60]([N:63]5[C:67]([CH2:68]CC6C=CC=CN=6)=[N:66][N:65]=[N:64]5)=[CH:59][CH:58]=3)=[N:45][CH2:44][C:43]2=[O:76])=[CH:53][CH:52]=[CH:51][CH:50]=4)=CC=1.